Dataset: Full USPTO retrosynthesis dataset with 1.9M reactions from patents (1976-2016). Task: Predict the reactants needed to synthesize the given product. Given the product [CH:35]1([C:21]2[C:22]([O:24][CH2:25][C@H:26]3[CH2:31][CH2:30][C@H:29]4[CH2:32][C@@H:27]3[C:28]4([CH3:34])[CH3:33])=[CH:23][C:18]3[N:19]([C:15]([NH:49][S:46]([CH:43]4[CH2:45][CH2:44]4)(=[O:48])=[O:47])=[N:16][N:17]=3)[CH:20]=2)[CH2:37][CH2:36]1, predict the reactants needed to synthesize it. The reactants are: BrC1N2C=C(C3CC3)C=CC2=NN=1.Br[C:15]1[N:19]2[CH:20]=[C:21]([CH:35]3[CH2:37][CH2:36]3)[C:22]([O:24][CH2:25][C@H:26]3[CH2:31][CH2:30][C@H:29]4[CH2:32][C@@H:27]3[C:28]4([CH3:34])[CH3:33])=[CH:23][C:18]2=[N:17][N:16]=1.CS(N)(=O)=O.[CH:43]1([S:46]([NH2:49])(=[O:48])=[O:47])[CH2:45][CH2:44]1.